This data is from Serine/threonine kinase 33 screen with 319,792 compounds. The task is: Binary Classification. Given a drug SMILES string, predict its activity (active/inactive) in a high-throughput screening assay against a specified biological target. (1) The molecule is o1nc2c(c1c1ccccc1)cc(cc2)C(=O)/C=C\N(C)C. The result is 1 (active). (2) The drug is S(=O)(=O)(N1CCN(CC1)c1ccc(F)cc1)c1cc2oc(=O)[nH]c2cc1. The result is 0 (inactive). (3) The molecule is O1c2c(OC1)ccc(c2)/C=C\C(=O)c1c(=O)c(NCC)cccc1. The result is 0 (inactive).